Dataset: Peptide-MHC class II binding affinity with 134,281 pairs from IEDB. Task: Regression. Given a peptide amino acid sequence and an MHC pseudo amino acid sequence, predict their binding affinity value. This is MHC class II binding data. (1) The peptide sequence is EVIPTAFSIGKTYKP. The MHC is DRB1_1201 with pseudo-sequence DRB1_1201. The binding affinity (normalized) is 0.388. (2) The peptide sequence is TGSDGKTTWCSQTDY. The MHC is DRB1_0901 with pseudo-sequence DRB1_0901. The binding affinity (normalized) is 0.110. (3) The peptide sequence is QDFTNRINKLKNS. The MHC is DRB1_1501 with pseudo-sequence DRB1_1501. The binding affinity (normalized) is 0.524. (4) The peptide sequence is AAFPSDSWCYFAA. The MHC is HLA-DQA10102-DQB10602 with pseudo-sequence HLA-DQA10102-DQB10602. The binding affinity (normalized) is 0.160. (5) The peptide sequence is EEVQQQLEAATVFTA. The MHC is H-2-IAd with pseudo-sequence H-2-IAd. The binding affinity (normalized) is 0.495. (6) The peptide sequence is ANGKTLGEVWKRELN. The MHC is HLA-DQA10501-DQB10402 with pseudo-sequence HLA-DQA10501-DQB10402. The binding affinity (normalized) is 0.302.